This data is from Catalyst prediction with 721,799 reactions and 888 catalyst types from USPTO. The task is: Predict which catalyst facilitates the given reaction. (1) Reactant: [BH4-].[Na+].[CH3:3][N:4]([CH3:16])[C:5]1[CH:6]=[C:7]([CH:10]=[C:11]([N:13]([CH3:15])[CH3:14])[CH:12]=1)[C:8]#[N:9].Cl. Product: [NH2:9][CH2:8][C:7]1[CH:6]=[C:5]([N:4]([CH3:16])[CH3:3])[CH:12]=[C:11]([N:13]([CH3:14])[CH3:15])[CH:10]=1. The catalyst class is: 14. (2) Reactant: [OH:1][C:2]12[CH2:11][CH:6]3[CH2:7][CH:8]([CH2:10][C:4]([C:12]([OH:17])([CH2:15][CH3:16])[CH2:13][CH3:14])([CH2:5]3)[CH2:3]1)[CH2:9]2.[C:18](Cl)(=[O:21])[CH:19]=[CH2:20].C(N(CC)CC)C. Product: [OH:1][C:2]12[CH2:11][CH:6]3[CH2:7][CH:8]([CH2:10][C:4]([C:12]([O:17][C:18](=[O:21])[CH:19]=[CH2:20])([CH2:15][CH3:16])[CH2:13][CH3:14])([CH2:5]3)[CH2:3]1)[CH2:9]2. The catalyst class is: 12. (3) Reactant: [N:1]1([C:10]([O:12][CH2:13][C:14]2[CH:19]=[CH:18][CH:17]=[CH:16][CH:15]=2)=[O:11])[CH2:5][CH2:4][C@@H:3]([C:6]([O:8]C)=[O:7])[NH:2]1.C(O)(=O)CC(CC(O)=O)(C(O)=O)O. Product: [C:14]1([CH2:13][O:12][C:10]([N:1]2[CH2:5][CH2:4][C@@H:3]([C:6]([OH:8])=[O:7])[NH:2]2)=[O:11])[CH:19]=[CH:18][CH:17]=[CH:16][CH:15]=1. The catalyst class is: 20. (4) Reactant: Cl.[CH3:2][C:3]([NH2:12])([CH3:11])[CH2:4][C:5]1[CH:10]=[CH:9][CH:8]=[CH:7][CH:6]=1.[N+:13]([O-])([OH:15])=[O:14]. Product: [CH3:11][C:3]([NH2:12])([CH3:2])[CH2:4][C:5]1[CH:10]=[CH:9][C:8]([N+:13]([O-:15])=[O:14])=[CH:7][CH:6]=1. The catalyst class is: 65. (5) Reactant: [C:1]([C:3]1([C:6]2[CH:14]=[CH:13][C:9](C(O)=O)=[CH:8][CH:7]=2)[CH2:5][CH2:4]1)#[N:2].C1(P([N:29]=[N+]=[N-])(C2C=CC=CC=2)=O)C=CC=CC=1.C(N(CC)CC)C. Product: [NH2:29][C:9]1[CH:13]=[CH:14][C:6]([C:3]2([C:1]#[N:2])[CH2:5][CH2:4]2)=[CH:7][CH:8]=1. The catalyst class is: 107.